Predict the product of the given reaction. From a dataset of Forward reaction prediction with 1.9M reactions from USPTO patents (1976-2016). (1) The product is: [C:17]([C:20]1[CH:21]=[C:22]2[C:26](=[CH:27][CH:28]=1)[NH:25][C:24](=[O:29])[C:23]2=[CH:7][C:6]1[CH:5]=[C:4]([CH:1]([CH3:3])[CH3:2])[C:11]([O:12][CH3:13])=[C:10]([CH:14]([CH3:16])[CH3:15])[CH:9]=1)(=[O:19])[CH3:18]. Given the reactants [CH:1]([C:4]1[CH:5]=[C:6]([CH:9]=[C:10]([CH:14]([CH3:16])[CH3:15])[C:11]=1[O:12][CH3:13])[CH:7]=O)([CH3:3])[CH3:2].[C:17]([C:20]1[CH:21]=[C:22]2[C:26](=[CH:27][CH:28]=1)[NH:25][C:24](=[O:29])[CH2:23]2)(=[O:19])[CH3:18], predict the reaction product. (2) Given the reactants [Cl:1][C:2]1[CH:7]=[CH:6][C:5]([C:8]2[N:9]=[C:10]([CH2:13][N:14]3[CH:18]=[C:17]([C:19]([O:21]CC)=[O:20])[CH:16]=[N:15]3)[S:11][CH:12]=2)=[CH:4][CH:3]=1.[OH-].[Li+], predict the reaction product. The product is: [Cl:1][C:2]1[CH:7]=[CH:6][C:5]([C:8]2[N:9]=[C:10]([CH2:13][N:14]3[CH:18]=[C:17]([C:19]([OH:21])=[O:20])[CH:16]=[N:15]3)[S:11][CH:12]=2)=[CH:4][CH:3]=1. (3) Given the reactants [Br:1][C:2]1[CH:3]=[C:4]([CH:8]=[CH:9][C:10]=1[OH:11])[C:5]([OH:7])=[O:6].C(=O)([O-])[O-].[K+].[K+].[CH2:18](Br)[C:19]1[CH:24]=[CH:23][CH:22]=[CH:21][CH:20]=1, predict the reaction product. The product is: [CH2:18]([O:11][C:10]1[CH:9]=[CH:8][C:4]([C:5]([O:7][CH2:5][C:4]2[CH:8]=[CH:9][CH:10]=[CH:2][CH:3]=2)=[O:6])=[CH:3][C:2]=1[Br:1])[C:19]1[CH:24]=[CH:23][CH:22]=[CH:21][CH:20]=1.